This data is from Forward reaction prediction with 1.9M reactions from USPTO patents (1976-2016). The task is: Predict the product of the given reaction. (1) Given the reactants [CH2:1]([O:8][C:9]1[N:17]=[CH:16][N:15]=[C:14]2[C:10]=1[NH:11][CH:12]=[N:13]2)[C:2]1[CH:7]=[CH:6][CH:5]=[CH:4][CH:3]=1.C(=O)([O-])[O-].[K+].[K+].[CH3:24][O:25][C:26](=[O:29])[CH2:27]Br, predict the reaction product. The product is: [CH2:1]([O:8][C:9]1[N:17]=[CH:16][N:15]=[C:14]2[C:10]=1[N:11]=[CH:12][N:13]2[CH2:27][C:26]([O:25][CH3:24])=[O:29])[C:2]1[CH:7]=[CH:6][CH:5]=[CH:4][CH:3]=1. (2) Given the reactants C([Li])CCC.Br[C:7]1[CH:12]=[CH:11][N:10]=[CH:9][CH:8]=1.[O:13]1[C:17]2([CH2:22][CH2:21][C:20](=[O:23])[CH2:19][CH2:18]2)[O:16][CH2:15][CH2:14]1.O, predict the reaction product. The product is: [N:10]1[CH:11]=[CH:12][C:7]([C:20]2([OH:23])[CH2:21][CH2:22][C:17]3([O:16][CH2:15][CH2:14][O:13]3)[CH2:18][CH2:19]2)=[CH:8][CH:9]=1. (3) Given the reactants [N:1]1([CH2:10][C:11]2[CH:12]=[CH:13][C:14]([Br:21])=[C:15]([CH:20]=2)[C:16](OC)=[O:17])[C:5]2[CH:6]=[CH:7][CH:8]=[CH:9][C:4]=2[N:3]=[CH:2]1.[BH4-].[Na+], predict the reaction product. The product is: [N:1]1([CH2:10][C:11]2[CH:12]=[CH:13][C:14]([Br:21])=[C:15]([CH:20]=2)[CH:16]=[O:17])[C:5]2[CH:6]=[CH:7][CH:8]=[CH:9][C:4]=2[N:3]=[CH:2]1. (4) Given the reactants C([O:8][C@H:9]1[CH2:14][C:13]([F:16])([F:15])[CH2:12][CH2:11][C@H:10]1[NH:17][C@H](C1C=CC=CC=1)C)C1C=CC=CC=1, predict the reaction product. The product is: [NH2:17][C@H:10]1[CH2:11][CH2:12][C:13]([F:16])([F:15])[CH2:14][C@H:9]1[OH:8]. (5) Given the reactants ClC1C=CC=C(C(OO)=[O:9])C=1.C(OCC)(=O)C.[Br:18][C:19]1[CH:24]=[C:23]([S:25][CH3:26])[CH:22]=[C:21]([F:27])[CH:20]=1.[OH2:28], predict the reaction product. The product is: [Br:18][C:19]1[CH:24]=[C:23]([S:25]([CH3:26])(=[O:9])=[O:28])[CH:22]=[C:21]([F:27])[CH:20]=1. (6) Given the reactants [CH2:1]([N:3]1[CH2:8][CH2:7][N:6]([C:9]2[N:14]=[CH:13][C:12]([CH:15]=[O:16])=[CH:11][CH:10]=2)[CH2:5][CH2:4]1)[CH3:2].[BH4-].[Na+], predict the reaction product. The product is: [CH2:1]([N:3]1[CH2:4][CH2:5][N:6]([C:9]2[N:14]=[CH:13][C:12]([CH2:15][OH:16])=[CH:11][CH:10]=2)[CH2:7][CH2:8]1)[CH3:2]. (7) Given the reactants Cl[C:2]1[CH:3]=[C:4]([C:14]([NH:16][CH2:17][C:18]2[C:19](=[O:26])[NH:20][C:21]([CH3:25])=[CH:22][C:23]=2[CH3:24])=[O:15])[C:5]2[CH:10]=[N:9][N:8]([CH:11]([CH3:13])[CH3:12])[C:6]=2[N:7]=1.[CH3:27][S:28]([NH:31][C:32]1[CH:37]=[CH:36][C:35](B(O)O)=[CH:34][CH:33]=1)(=[O:30])=[O:29].C(=O)(O)[O-].[Na+].O, predict the reaction product. The product is: [CH3:24][C:23]1[CH:22]=[C:21]([CH3:25])[NH:20][C:19](=[O:26])[C:18]=1[CH2:17][NH:16][C:14]([C:4]1[C:5]2[CH:10]=[N:9][N:8]([CH:11]([CH3:13])[CH3:12])[C:6]=2[N:7]=[C:2]([C:35]2[CH:34]=[CH:33][C:32]([NH:31][S:28]([CH3:27])(=[O:29])=[O:30])=[CH:37][CH:36]=2)[CH:3]=1)=[O:15]. (8) Given the reactants [C:1]1([CH2:7][CH2:8][CH2:9][CH2:10][CH2:11][C:12](=O)[CH2:13][C:14]([O:16]CC)=[O:15])[CH:6]=[CH:5][CH:4]=[CH:3][CH:2]=1.[N:20]([C:23]1[CH:33]=[CH:32][C:26]([C:27]([NH:29][CH2:30][CH3:31])=[O:28])=[CH:25][CH:24]=1)=[N+:21]=[N-:22].[O-]CC.[Na+].O, predict the reaction product. The product is: [CH2:30]([NH:29][C:27]([C:26]1[CH:32]=[CH:33][C:23]([N:20]2[C:12]([CH2:11][CH2:10][CH2:9][CH2:8][CH2:7][C:1]3[CH:2]=[CH:3][CH:4]=[CH:5][CH:6]=3)=[C:13]([C:14]([OH:16])=[O:15])[N:22]=[N:21]2)=[CH:24][CH:25]=1)=[O:28])[CH3:31]. (9) Given the reactants [CH3:1][O:2][C:3]1[CH:8]=[C:7]([N+:9]([O-:11])=[O:10])[CH:6]=[CH:5][C:4]=1[SH:12].Cl[C:14]1[S:15][C:16]2[CH:22]=[CH:21][C:20]([Cl:23])=[CH:19][C:17]=2[N:18]=1, predict the reaction product. The product is: [Cl:23][C:20]1[CH:21]=[CH:22][C:16]2[S:15][C:14]([S:12][C:4]3[CH:5]=[CH:6][C:7]([N+:9]([O-:11])=[O:10])=[CH:8][C:3]=3[O:2][CH3:1])=[N:18][C:17]=2[CH:19]=1.